Dataset: Catalyst prediction with 721,799 reactions and 888 catalyst types from USPTO. Task: Predict which catalyst facilitates the given reaction. Reactant: [BH4-].[Na+].[C:3]([C:5]1[CH:6]=[C:7]2[C:12](=[CH:13][CH:14]=1)[C:11]([C:22]1[N:23]=[CH:24][N:25]([C:27]([C:40]3[CH:45]=[CH:44][CH:43]=[CH:42][CH:41]=3)([C:34]3[CH:39]=[CH:38][CH:37]=[CH:36][CH:35]=3)[C:28]3[CH:33]=[CH:32][CH:31]=[CH:30][CH:29]=3)[CH:26]=1)([O:15][CH2:16][C:17](OCC)=[O:18])[CH2:10][CH2:9][CH2:8]2)#[N:4]. Product: [OH:18][CH2:17][CH2:16][O:15][C:11]1([C:22]2[N:23]=[CH:24][N:25]([C:27]([C:40]3[CH:45]=[CH:44][CH:43]=[CH:42][CH:41]=3)([C:28]3[CH:29]=[CH:30][CH:31]=[CH:32][CH:33]=3)[C:34]3[CH:35]=[CH:36][CH:37]=[CH:38][CH:39]=3)[CH:26]=2)[CH2:10][CH2:9][CH2:8][C:7]2[CH:6]=[C:5]([C:3]#[N:4])[CH:14]=[CH:13][C:12]1=2. The catalyst class is: 8.